This data is from Forward reaction prediction with 1.9M reactions from USPTO patents (1976-2016). The task is: Predict the product of the given reaction. (1) Given the reactants [CH3:1][C:2]1[CH:6]=[C:5](C)[N:4]([C:8](=N)[NH:9][S:10]([C:13]2[CH:18]=[CH:17][C:16]([CH3:19])=[CH:15][CH:14]=2)(=[O:12])=[O:11])N=1.CS(O)(=O)=O.C[NH:27]C1C=CC=CC=1, predict the reaction product. The product is: [NH2:27][CH2:1][CH2:2][CH2:6][CH2:5][NH:4][CH:8]=[N:9][S:10]([C:13]1[CH:14]=[CH:15][C:16]([CH3:19])=[CH:17][CH:18]=1)(=[O:11])=[O:12]. (2) Given the reactants [C:1]([O:5][C:6]([CH:8]1[CH2:13][CH2:12][CH:11]([NH:14][CH2:15][C:16]2[CH:21]=[CH:20][CH:19]=[CH:18][CH:17]=2)[CH2:10][CH2:9]1)=[O:7])([CH3:4])([CH3:3])[CH3:2].Br[CH2:23][C:24]([O:26][C:27]([CH3:30])([CH3:29])[CH3:28])=[O:25].C([O-])([O-])=O.[Cs+].[Cs+].O, predict the reaction product. The product is: [C:1]([O:5][C:6]([CH:8]1[CH2:9][CH2:10][CH:11]([N:14]([CH2:15][C:16]2[CH:21]=[CH:20][CH:19]=[CH:18][CH:17]=2)[CH2:23][C:24]([O:26][C:27]([CH3:30])([CH3:29])[CH3:28])=[O:25])[CH2:12][CH2:13]1)=[O:7])([CH3:4])([CH3:2])[CH3:3]. (3) Given the reactants Cl[C:2]1[C:7]([N+:8]([O-:10])=[O:9])=[CH:6][CH:5]=[CH:4][N:3]=1.[CH3:11][O:12][C:13]1[CH:14]=[C:15](B(O)O)[CH:16]=[CH:17][C:18]=1[O:19][CH3:20].O.P([O-])([O-])([O-])=O.[K+].[K+].[K+], predict the reaction product. The product is: [CH3:11][O:12][C:13]1[CH:14]=[C:15]([C:2]2[C:7]([N+:8]([O-:10])=[O:9])=[CH:6][CH:5]=[CH:4][N:3]=2)[CH:16]=[CH:17][C:18]=1[O:19][CH3:20].